Dataset: Reaction yield outcomes from USPTO patents with 853,638 reactions. Task: Predict the reaction yield, written as a fraction of the theoretical maximum amount of product (1.0 means a 100% yield; for example, 0.34 means a 34% yield). (1) The reactants are COC[C@@H]1[C@H](/C=C/C(/C)=C/C(O)=O)[C@@]1(C)C1C=C(C(C)C)C=C(C(C)C)C=1.[CH2:28]([O:30][CH2:31][C@H:32]1[C@H:34](/[CH:35]=[CH:36]/[C:37](/[CH3:44])=[CH:38]/[C:39]([O:41]CC)=[O:40])[C@@:33]1([CH3:57])[C:45]1[CH:50]=[C:49]([CH:51]([CH3:53])[CH3:52])[CH:48]=[C:47]([CH:54]([CH3:56])[CH3:55])[CH:46]=1)[CH3:29]. No catalyst specified. The product is [CH2:28]([O:30][CH2:31][C@H:32]1[C@H:34](/[CH:35]=[CH:36]/[C:37](/[CH3:44])=[CH:38]/[C:39]([OH:41])=[O:40])[C@@:33]1([CH3:57])[C:45]1[CH:46]=[C:47]([CH:54]([CH3:55])[CH3:56])[CH:48]=[C:49]([CH:51]([CH3:53])[CH3:52])[CH:50]=1)[CH3:29]. The yield is 0.840. (2) The catalyst is [Pd]. The reactants are C([O:8][N:9]([CH2:12][C@@H:13]([C:18]([N:20]1[CH2:25][CH2:24][N:23]([C:26]2[CH:31]=[CH:30][C:29]([O:32][CH3:33])=[CH:28][CH:27]=2)[CH2:22][CH2:21]1)=[O:19])[CH2:14][CH:15]([CH3:17])[CH3:16])[CH:10]=[O:11])C1C=CC=CC=1.[H][H]. The yield is 0.750. The product is [OH:8][N:9]([CH2:12][C@@H:13]([C:18]([N:20]1[CH2:21][CH2:22][N:23]([C:26]2[CH:31]=[CH:30][C:29]([O:32][CH3:33])=[CH:28][CH:27]=2)[CH2:24][CH2:25]1)=[O:19])[CH2:14][CH:15]([CH3:17])[CH3:16])[CH:10]=[O:11]. (3) The reactants are [OH:1][C:2]1[CH:7]=[CH:6][C:5]([C:8]2[O:17][C:12]3=[N:13][CH:14]=[CH:15][CH:16]=[C:11]3[C:10](=[O:18])[CH:9]=2)=[CH:4][CH:3]=1.[CH3:19][C:20](OC(C)=O)=[O:21].O. The catalyst is CN(C1C=CN=CC=1)C.N1C=CC=CC=1. The product is [C:20]([O:1][C:2]1[CH:3]=[CH:4][C:5]([C:8]2[O:17][C:12]3=[N:13][CH:14]=[CH:15][CH:16]=[C:11]3[C:10](=[O:18])[CH:9]=2)=[CH:6][CH:7]=1)(=[O:21])[CH3:19]. The yield is 0.530.